Task: Predict the reactants needed to synthesize the given product.. Dataset: Full USPTO retrosynthesis dataset with 1.9M reactions from patents (1976-2016) (1) Given the product [NH:34]1[C:35]([CH:36]2[CH2:37][CH2:38][CH:39]([C:42]([N:4]3[CH2:5][CH2:6][N:1]([C:7]4[CH:12]=[CH:11][C:10]([NH:13][C:14]([C:16]5[N:17]=[C:18]([C:25]6[CH:30]=[CH:29][CH:28]=[CH:27][CH:26]=6)[O:19][C:20]=5[C:21]([F:22])([F:24])[F:23])=[O:15])=[CH:9][CH:8]=4)[CH2:2][CH2:3]3)=[O:43])[CH2:40][CH2:41]2)=[N:31][N:32]=[N:33]1, predict the reactants needed to synthesize it. The reactants are: [N:1]1([C:7]2[CH:12]=[CH:11][C:10]([NH:13][C:14]([C:16]3[N:17]=[C:18]([C:25]4[CH:30]=[CH:29][CH:28]=[CH:27][CH:26]=4)[O:19][C:20]=3[C:21]([F:24])([F:23])[F:22])=[O:15])=[CH:9][CH:8]=2)[CH2:6][CH2:5][NH:4][CH2:3][CH2:2]1.[NH:31]1[C:35]([CH:36]2[CH2:41][CH2:40][CH:39]([C:42](O)=[O:43])[CH2:38][CH2:37]2)=[N:34][N:33]=[N:32]1.Cl.C(N=C=NCCCN(C)C)C. (2) Given the product [CH2:1]([C:4]1[N:5]=[C:6]([C:15]2[C:19]([NH:20][C:21](=[O:30])[C:22]3[C:23]([F:29])=[CH:24][CH:25]=[CH:26][C:27]=3[F:28])=[CH:18][NH:17][N:16]=2)[NH:7][C:8]=1[C:9]1[CH:10]=[CH:11][CH:12]=[CH:13][CH:14]=1)[CH:2]=[CH2:3], predict the reactants needed to synthesize it. The reactants are: [CH2:1]([C:4]1[N:5]=[C:6]([C:15]2[C:19]([NH:20][C:21](=[O:30])[C:22]3[C:27]([F:28])=[CH:26][CH:25]=[CH:24][C:23]=3[F:29])=[CH:18][N:17](CC3C=CC(OC)=CC=3)[N:16]=2)[NH:7][C:8]=1[C:9]1[CH:14]=[CH:13][CH:12]=[CH:11][CH:10]=1)[CH:2]=[CH2:3].C1(OC)C=CC=CC=1. (3) Given the product [OH:1][CH:2]([CH2:22][OH:23])[CH2:3][N:4]1[CH:9]=[CH:8][C:7](=[O:10])[C:6]([O:11][CH2:12][C:13]2[CH:14]=[CH:15][CH:16]=[CH:17][CH:18]=2)=[C:5]1[C:19]([O:21][CH3:24])=[O:20], predict the reactants needed to synthesize it. The reactants are: [OH:1][CH:2]([CH2:22][OH:23])[CH2:3][N:4]1[CH:9]=[CH:8][C:7](=[O:10])[C:6]([O:11][CH2:12][C:13]2[CH:18]=[CH:17][CH:16]=[CH:15][CH:14]=2)=[C:5]1[C:19]([OH:21])=[O:20].[C:24]([O-])(O)=O.[Na+].S(OC)(OC)(=O)=O.Cl.[Na+].[Cl-].